Dataset: Catalyst prediction with 721,799 reactions and 888 catalyst types from USPTO. Task: Predict which catalyst facilitates the given reaction. (1) Reactant: [C:1]([C:4]1[CH:36]=[CH:35][C:7]2[N:8]([C:13]3[CH:18]=[CH:17][C:16]([CH2:19][CH2:20][NH:21][C:22]([NH:24][S:25]([C:28]4[CH:33]=[CH:32][C:31]([CH3:34])=[CH:30][CH:29]=4)(=[O:27])=[O:26])=[O:23])=[CH:15][CH:14]=3)[C:9]([CH2:11][CH3:12])=[N:10][C:6]=2[CH:5]=1)(=[O:3])[CH3:2].[OH-].[Na+].[BH4-].[Na+].[NH4+].[Cl-]. Product: [CH2:11]([C:9]1[N:8]([C:13]2[CH:18]=[CH:17][C:16]([CH2:19][CH2:20][NH:21][C:22]([NH:24][S:25]([C:28]3[CH:33]=[CH:32][C:31]([CH3:34])=[CH:30][CH:29]=3)(=[O:27])=[O:26])=[O:23])=[CH:15][CH:14]=2)[C:7]2[CH:35]=[CH:36][C:4]([CH:1]([OH:3])[CH3:2])=[CH:5][C:6]=2[N:10]=1)[CH3:12]. The catalyst class is: 40. (2) Reactant: [NH2:1][C:2]1[N:6]([C:7]2[CH:12]=[CH:11][C:10]([S:13]([CH3:16])(=[O:15])=[O:14])=[CH:9][CH:8]=2)[N:5]=[C:4]([CH2:17][CH3:18])[C:3]=1[C:19]([O:21]CC)=[O:20].[OH-].[Na+].CC(O)=O.C(OCC)(=O)C. Product: [NH2:1][C:2]1[N:6]([C:7]2[CH:8]=[CH:9][C:10]([S:13]([CH3:16])(=[O:15])=[O:14])=[CH:11][CH:12]=2)[N:5]=[C:4]([CH2:17][CH3:18])[C:3]=1[C:19]([OH:21])=[O:20]. The catalyst class is: 40. (3) Reactant: [Cl:1][C:2]1[CH:7]=[CH:6][N:5]=[C:4]([CH:8]([NH:10][C:11]2[O:12][C:13]3[C:19]([O:20][CH3:21])=[CH:18][C:17]([C:22]([OH:24])=O)=[CH:16][C:14]=3[N:15]=2)[CH3:9])[CH:3]=1.[CH:25]1([O:28][C@H:29]2[CH2:33][NH:32][C@H:31]([CH2:34][OH:35])[CH2:30]2)[CH2:27][CH2:26]1.C(N(CC)C(C)C)(C)C.CN(C(ON1N=NC2C=CC=NC1=2)=[N+](C)C)C.F[P-](F)(F)(F)(F)F. Product: [Cl:1][C:2]1[CH:7]=[CH:6][N:5]=[C:4]([CH:8]([NH:10][C:11]2[O:12][C:13]3[C:19]([O:20][CH3:21])=[CH:18][C:17]([C:22]([N:32]4[CH2:33][C@H:29]([O:28][CH:25]5[CH2:26][CH2:27]5)[CH2:30][C@H:31]4[CH2:34][OH:35])=[O:24])=[CH:16][C:14]=3[N:15]=2)[CH3:9])[CH:3]=1. The catalyst class is: 9. (4) Reactant: [F:1][C:2]1[CH:3]=[CH:4][C:5]([C:8]([OH:10])=O)=[N:6][CH:7]=1.[C:11](Cl)(=O)C(Cl)=O.C[Si](C=[N+]=[N-])(C)C.[BrH:24]. Product: [Br:24][CH2:11][C:8]([C:5]1[CH:4]=[CH:3][C:2]([F:1])=[CH:7][N:6]=1)=[O:10]. The catalyst class is: 59.